Task: Predict the reactants needed to synthesize the given product.. Dataset: Full USPTO retrosynthesis dataset with 1.9M reactions from patents (1976-2016) Given the product [N:13]1([C:16]2[CH:17]=[CH:18][C:19]3[O:23][C:22]([C:24]([O:26][CH3:27])=[O:25])=[CH:21][C:20]=3[CH:28]=2)[CH2:12][CH2:11][NH:10][CH2:15][CH2:14]1, predict the reactants needed to synthesize it. The reactants are: C1(S([N:10]2[CH2:15][CH2:14][N:13]([C:16]3[CH:17]=[CH:18][C:19]4[O:23][C:22]([C:24]([O:26][CH3:27])=[O:25])=[CH:21][C:20]=4[CH:28]=3)[CH2:12][CH2:11]2)(=O)=O)C=CC=CC=1.Br.Cl.